Predict the reactants needed to synthesize the given product. From a dataset of Full USPTO retrosynthesis dataset with 1.9M reactions from patents (1976-2016). (1) Given the product [CH3:39][C@H:34]1[CH2:35][O:36][CH2:37][CH2:38][N:33]1[C:23]1[N:24]=[C:25]([N:26]2[CH2:31][CH2:30][O:29][CH2:28][C@@H:27]2[CH3:32])[C:20]2[CH:19]=[CH:18][C:17]([C:15]3[CH:14]=[CH:13][C:12]([O:41][CH3:42])=[C:11]([CH2:10][OH:9])[CH:16]=3)=[N:40][C:21]=2[N:22]=1, predict the reactants needed to synthesize it. The reactants are: [OH-].[K+].C([O:9][CH2:10][C:11]1[CH:16]=[C:15]([C:17]2[CH:18]=[CH:19][C:20]3[C:25]([N:26]4[CH2:31][CH2:30][O:29][CH2:28][C@@H:27]4[CH3:32])=[N:24][C:23]([N:33]4[CH2:38][CH2:37][O:36][CH2:35][C@@H:34]4[CH3:39])=[N:22][C:21]=3[N:40]=2)[CH:14]=[CH:13][C:12]=1[O:41][CH3:42])(=O)C(C)(C)C.C(O)(=O)CC(CC(O)=O)(C(O)=O)O.C(Cl)Cl. (2) Given the product [C:1]([O:5][CH2:6][CH2:7][O:8][C:9]1[CH:10]=[CH:11][C:12]([S:16]([Cl:15])(=[O:18])=[O:17])=[CH:13][CH:14]=1)(=[O:4])[CH:2]=[CH2:3], predict the reactants needed to synthesize it. The reactants are: [C:1]([O:5][CH2:6][CH2:7][O:8][C:9]1[CH:14]=[CH:13][CH:12]=[CH:11][CH:10]=1)(=[O:4])[CH:2]=[CH2:3].[Cl:15][S:16](O)(=[O:18])=[O:17]. (3) Given the product [CH3:29][N:21]([CH:22]1[CH2:27][CH2:26][O:25][CH2:24][CH2:23]1)[C:19]([C:16]1[N:8]2[CH:9]=[C:10]([C:12]([F:14])([F:15])[F:13])[CH:11]=[C:6]([C:5]3[O:1][CH:2]=[N:3][CH:4]=3)[C:7]2=[N:18][CH:17]=1)=[O:20], predict the reactants needed to synthesize it. The reactants are: [O:1]1[C:5]([C:6]2[C:7]3[N:8]([C:16]([C:19]([NH:21][CH:22]4[CH2:27][CH2:26][O:25][CH2:24][CH2:23]4)=[O:20])=[CH:17][N:18]=3)[CH:9]=[C:10]([C:12]([F:15])([F:14])[F:13])[CH:11]=2)=[CH:4][N:3]=[CH:2]1.I[CH3:29].[H-].[Na+].[Cl-].[NH4+]. (4) The reactants are: O=[C:2]1[CH2:7][CH2:6][CH:5]([N:8]2[C:16](=[O:17])[C:15]3[C:10](=[CH:11][CH:12]=[CH:13][CH:14]=3)[C:9]2=[O:18])[CH2:4][CH2:3]1.[NH:19]1[CH2:22][CH:21]([NH:23][C:24]([CH2:26][NH:27][C:28](=[O:39])[C:29]2[CH:34]=[CH:33][CH:32]=[C:31]([C:35]([F:38])([F:37])[F:36])[CH:30]=2)=[O:25])[CH2:20]1. Given the product [O:18]=[C:9]1[C:10]2[C:15](=[CH:14][CH:13]=[CH:12][CH:11]=2)[C:16](=[O:17])[N:8]1[CH:5]1[CH2:6][CH2:7][CH:2]([N:19]2[CH2:22][CH:21]([NH:23][C:24]([CH2:26][NH:27][C:28](=[O:39])[C:29]3[CH:34]=[CH:33][CH:32]=[C:31]([C:35]([F:38])([F:36])[F:37])[CH:30]=3)=[O:25])[CH2:20]2)[CH2:3][CH2:4]1, predict the reactants needed to synthesize it. (5) Given the product [N+:1]([C:4]1[CH:13]=[CH:12][C:7]2[N:8]([CH2:17][C:18]([O:20][CH3:21])=[O:19])[C:9](=[O:11])[O:10][C:6]=2[CH:5]=1)([O-:3])=[O:2], predict the reactants needed to synthesize it. The reactants are: [N+:1]([C:4]1[CH:13]=[CH:12][C:7]2[NH:8][C:9](=[O:11])[O:10][C:6]=2[CH:5]=1)([O-:3])=[O:2].[H-].[Na+].Br[CH2:17][C:18]([O:20][CH3:21])=[O:19]. (6) Given the product [Br:16][C:14]1[N:15]=[C:10]([C:8]#[C:7][C:1]2[CH:6]=[CH:5][CH:4]=[CH:3][CH:2]=2)[C:11]([NH2:17])=[N:12][CH:13]=1, predict the reactants needed to synthesize it. The reactants are: [C:1]1([C:7]#[CH:8])[CH:6]=[CH:5][CH:4]=[CH:3][CH:2]=1.Br[C:10]1[C:11]([NH2:17])=[N:12][CH:13]=[C:14]([Br:16])[N:15]=1.C(N(CC)CC)C. (7) Given the product [F:14][C:15]1[CH:16]=[C:17]([CH:21]=[CH:22][C:23]=1[CH3:24])[C:18]([N:4]1[CH2:5][CH2:6][N:1]([C:7]([O:9][C:10]([CH3:13])([CH3:12])[CH3:11])=[O:8])[CH2:2][CH2:3]1)=[O:19], predict the reactants needed to synthesize it. The reactants are: [N:1]1([C:7]([O:9][C:10]([CH3:13])([CH3:12])[CH3:11])=[O:8])[CH2:6][CH2:5][NH:4][CH2:3][CH2:2]1.[F:14][C:15]1[CH:16]=[C:17]([CH:21]=[CH:22][C:23]=1[CH3:24])[C:18](O)=[O:19].C(N(CC)CC)C.CN(C(ON1N=NC2C=CC=CC1=2)=[N+](C)C)C.F[P-](F)(F)(F)(F)F.